From a dataset of Forward reaction prediction with 1.9M reactions from USPTO patents (1976-2016). Predict the product of the given reaction. (1) Given the reactants C[O:2][C:3](=[O:36])[C:4]1[CH:9]=[C:8]([N+:10]([O-:12])=[O:11])[C:7]([C:13]2[CH:14]=[C:15]3[C:20](=[CH:21][CH:22]=2)[N:19]=[C:18]([C:23]2[S:27][C:26]([CH3:28])=[N:25][C:24]=2[CH3:29])[CH:17]=[CH:16]3)=[C:6]([CH:30]2[CH2:35][CH2:34][CH2:33][CH2:32][CH2:31]2)[CH:5]=1.[OH-].[Na+].Cl, predict the reaction product. The product is: [CH:30]1([C:6]2[CH:5]=[C:4]([CH:9]=[C:8]([N+:10]([O-:12])=[O:11])[C:7]=2[C:13]2[CH:14]=[C:15]3[C:20](=[CH:21][CH:22]=2)[N:19]=[C:18]([C:23]2[S:27][C:26]([CH3:28])=[N:25][C:24]=2[CH3:29])[CH:17]=[CH:16]3)[C:3]([OH:36])=[O:2])[CH2:31][CH2:32][CH2:33][CH2:34][CH2:35]1. (2) Given the reactants CC(CO)=CCCC1(C)C(=C)C2CC1CC2.CC1(C)C(=C)[C@@H]2[C@]3([C@@H](CO)CC2)C[C@H]1CC3.C[C@@H]1[C@@H]2C[C@H]3CC[C@]2(C)[C@](O)(C3(C)C)CC1.[CH3:49][C@H:50]1[C@:56]2([CH3:64])[CH2:57][C@H:58]([C:61]([CH3:63])=[CH2:62])[CH2:59][CH2:60][C:55]2=[CH:54][C:52](=[O:53])[CH2:51]1, predict the reaction product. The product is: [CH3:49][C@H:50]1[C@:56]2([CH3:64])[CH2:57][C@H:58]([C:61]([CH3:63])=[CH2:62])[CH2:59][CH2:60][C:55]2=[CH:54][C:52](=[O:53])[CH2:51]1.[CH3:49][C@H:50]1[C@:56]2([CH3:64])[CH2:57][C@H:58]([C:61]([CH3:63])=[CH2:62])[CH2:59][CH2:60][C:55]2=[CH:54][CH2:52][CH2:51]1. (3) Given the reactants O.[OH-].[Li+].[CH:4]1([CH:9]([C:24]2[CH:29]=[CH:28][C:27]([CH2:30][N:31]3[C:36](=[O:37])[CH2:35][O:34][C:33]([C:38]4[CH:43]=[CH:42][CH:41]=[CH:40][CH:39]=4)=[N:32]3)=[CH:26][CH:25]=2)[C:10]([NH:12][CH2:13][CH2:14][CH2:15][C:16]2([CH2:19][C:20]([O:22]C)=[O:21])[CH2:18][CH2:17]2)=[O:11])[CH2:8][CH2:7][CH2:6][CH2:5]1, predict the reaction product. The product is: [CH:4]1([CH:9]([C:24]2[CH:25]=[CH:26][C:27]([CH2:30][N:31]3[C:36](=[O:37])[CH2:35][O:34][C:33]([C:38]4[CH:43]=[CH:42][CH:41]=[CH:40][CH:39]=4)=[N:32]3)=[CH:28][CH:29]=2)[C:10]([NH:12][CH2:13][CH2:14][CH2:15][C:16]2([CH2:19][C:20]([OH:22])=[O:21])[CH2:18][CH2:17]2)=[O:11])[CH2:5][CH2:6][CH2:7][CH2:8]1. (4) Given the reactants [F:1][CH:2]([F:25])[O:3][C:4]1[CH:9]=[CH:8][C:7]([C:10](=[O:24])[C:11]([C:13]2[CH:18]=[CH:17][CH:16]=[C:15]([C:19]#[C:20][CH2:21][CH2:22][OH:23])[CH:14]=2)=[O:12])=[CH:6][CH:5]=1.[OH-].[Na+].[CH2:28](I)C.CCOC(C)=O, predict the reaction product. The product is: [F:1][CH:2]([F:25])[O:3][C:4]1[CH:9]=[CH:8][C:7]([C:10](=[O:24])[C:11]([C:13]2[CH:18]=[CH:17][CH:16]=[C:15]([C:19]#[C:20][CH2:21][CH2:22][O:23][CH3:28])[CH:14]=2)=[O:12])=[CH:6][CH:5]=1. (5) Given the reactants [Cl:1][C:2]1[CH:3]=[CH:4][C:5]2[N:11]3[C:12]([C:15]4[N:16]=[N:17][N:18]([CH3:20])[N:19]=4)=[CH:13][CH:14]=[C:10]3[C@@H:9]([CH2:21][CH2:22][C:23]([N:25]3[CH2:30][CH2:29][CH:28]([CH2:31][C:32]([O:34]CC)=[O:33])[CH2:27][CH2:26]3)=[O:24])[O:8][C@H:7]([C:37]3[CH:42]=[CH:41][CH:40]=[C:39]([O:43][CH3:44])[C:38]=3[O:45][CH3:46])[C:6]=2[CH:47]=1, predict the reaction product. The product is: [Cl:1][C:2]1[CH:3]=[CH:4][C:5]2[N:11]3[C:12]([C:15]4[N:16]=[N:17][N:18]([CH3:20])[N:19]=4)=[CH:13][CH:14]=[C:10]3[C@@H:9]([CH2:21][CH2:22][C:23]([N:25]3[CH2:30][CH2:29][CH:28]([CH2:31][C:32]([OH:34])=[O:33])[CH2:27][CH2:26]3)=[O:24])[O:8][C@H:7]([C:37]3[CH:42]=[CH:41][CH:40]=[C:39]([O:43][CH3:44])[C:38]=3[O:45][CH3:46])[C:6]=2[CH:47]=1. (6) Given the reactants Cl[C:2]1[N:7]=[C:6]([CH2:8][C:9](=[O:11])[CH3:10])[CH:5]=[CH:4][CH:3]=1.CC1(C)C(C)(C)OB([C:20]2[CH:25]=[CH:24][N:23]3[CH:26]=[CH:27][N:28]=[C:22]3[CH:21]=2)O1, predict the reaction product. The product is: [N:28]1[CH:27]=[CH:26][N:23]2[CH:24]=[CH:25][C:20]([C:2]3[N:7]=[C:6]([CH2:8][C:9](=[O:11])[CH3:10])[CH:5]=[CH:4][CH:3]=3)=[CH:21][C:22]=12. (7) Given the reactants C(OC([N:8]1[CH2:11][CH2:10][C@H:9]1[CH2:12][O:13][CH3:14])=O)(C)(C)C.[F:15][C:16]([F:21])([F:20])[C:17]([OH:19])=[O:18], predict the reaction product. The product is: [F:15][C:16]([F:21])([F:20])[C:17]([OH:19])=[O:18].[CH3:14][O:13][CH2:12][C@@H:9]1[CH2:10][CH2:11][NH:8]1.